Dataset: Reaction yield outcomes from USPTO patents with 853,638 reactions. Task: Predict the reaction yield, written as a fraction of the theoretical maximum amount of product (1.0 means a 100% yield; for example, 0.34 means a 34% yield). (1) The reactants are [CH2:1]([O:3][C:4]([C:6]1[CH:7]=[C:8]2[C:13](=[CH:14][CH:15]=1)[NH:12][CH:11]([C:16]1[CH:21]=[CH:20][CH:19]=[C:18]([NH2:22])[CH:17]=1)[C:10]([CH3:24])([CH3:23])[CH2:9]2)=[O:5])[CH3:2].N1C=CC=CC=1.[N:31]1([C:36](Cl)=[O:37])[CH2:35][CH2:34][CH2:33][CH2:32]1. The catalyst is ClCCl. The product is [CH2:1]([O:3][C:4]([C:6]1[CH:7]=[C:8]2[C:13](=[CH:14][CH:15]=1)[NH:12][CH:11]([C:16]1[CH:21]=[CH:20][CH:19]=[C:18]([NH:22][C:36]([N:31]3[CH2:35][CH2:34][CH2:33][CH2:32]3)=[O:37])[CH:17]=1)[C:10]([CH3:23])([CH3:24])[CH2:9]2)=[O:5])[CH3:2]. The yield is 1.00. (2) The reactants are Cl[C:2]1[N:7]=[C:6]([Cl:8])[CH:5]=[C:4]([Cl:9])[N:3]=1.[Cl:10][C:11]1[CH:12]=[C:13]([CH:15]=[CH:16][C:17]=1[Cl:18])[NH2:14]. The catalyst is O1CCOCC1.C(N(CC)C(C)C)(C)C. The product is [Cl:9][C:4]1[CH:5]=[C:6]([Cl:8])[N:7]=[C:2]([NH:14][C:13]2[CH:15]=[CH:16][C:17]([Cl:18])=[C:11]([Cl:10])[CH:12]=2)[N:3]=1. The yield is 0.580. (3) The reactants are [C:1]([C:5]1[CH:10]=[CH:9][C:8]([S:11]([NH:14][C:15]2[CH:16]=[C:17]3[C:21](=[CH:22][CH:23]=2)[NH:20][C:19]([C:24](O)=[O:25])=[C:18]3[C:27]2[CH:32]=[CH:31][CH:30]=[CH:29][CH:28]=2)(=[O:13])=[O:12])=[CH:7][CH:6]=1)([CH3:4])([CH3:3])[CH3:2].[NH2:33][CH:34]([CH3:37])[CH2:35][OH:36]. The catalyst is ClCCl.CO. The product is [OH:36][CH2:35][CH:34]([NH:33][C:24]([C:19]1[NH:20][C:21]2[C:17]([C:18]=1[C:27]1[CH:28]=[CH:29][CH:30]=[CH:31][CH:32]=1)=[CH:16][C:15]([NH:14][S:11]([C:8]1[CH:9]=[CH:10][C:5]([C:1]([CH3:4])([CH3:2])[CH3:3])=[CH:6][CH:7]=1)(=[O:12])=[O:13])=[CH:23][CH:22]=2)=[O:25])[CH3:37]. The yield is 0.140. (4) The reactants are [Cl:1][C:2]1[CH:18]=[C:17]([N+:19]([O-])=O)[CH:16]=[CH:15][C:3]=1[O:4][C:5]1[C:6]([CH3:14])=[C:7]2[C:11](=[CH:12][CH:13]=1)[NH:10][N:9]=[CH:8]2.O.O.[Sn](Cl)Cl.[OH-].[Na+].Cl.O1CCOCC1. The catalyst is C(O)C.O1CCOCC1.C(OCC)C.O. The product is [ClH:1].[Cl:1][C:2]1[CH:18]=[C:17]([CH:16]=[CH:15][C:3]=1[O:4][C:5]1[C:6]([CH3:14])=[C:7]2[C:11](=[CH:12][CH:13]=1)[NH:10][N:9]=[CH:8]2)[NH2:19]. The yield is 0.420. (5) The product is [O:33]=[C:28]1[CH:29]=[CH:30][C:31](=[O:32])[N:27]1[CH2:26][CH2:25][CH2:24][CH2:23][CH2:22][C:21]([NH:20][CH2:19][C:18]([NH:17][C:14]1[CH:15]=[CH:16][C:11]([CH2:10][C@@H:9]([C:36]([O:38][CH3:39])=[O:37])[NH2:8])=[CH:12][CH:13]=1)=[O:35])=[O:34]. The catalyst is ClCCl. The yield is 0.975. The reactants are C(OC([NH:8][C@H:9]([C:36]([O:38][CH3:39])=[O:37])[CH2:10][C:11]1[CH:16]=[CH:15][C:14]([NH:17][C:18](=[O:35])[CH2:19][NH:20][C:21](=[O:34])[CH2:22][CH2:23][CH2:24][CH2:25][CH2:26][N:27]2[C:31](=[O:32])[CH:30]=[CH:29][C:28]2=[O:33])=[CH:13][CH:12]=1)=O)(C)(C)C.C(O)(C(F)(F)F)=O. (6) The reactants are [Cl:1][C:2]1[CH:17]=[CH:16][C:15]([Cl:18])=[CH:14][C:3]=1[O:4][C:5]1[C:10]([C:11]([OH:13])=O)=[CH:9][N:8]=[CH:7][N:6]=1.[CH3:19][N:20]1[C:29]2[C:24](=[CH:25][CH:26]=[CH:27][CH:28]=2)[NH:23][CH2:22][CH2:21]1.C[N+](C[C@H](O)CC([O-])=O)(C)C. No catalyst specified. The product is [Cl:1][C:2]1[CH:17]=[CH:16][C:15]([Cl:18])=[CH:14][C:3]=1[O:4][C:5]1[C:10]([C:11]([N:23]2[C:24]3[C:29](=[CH:28][CH:27]=[CH:26][CH:25]=3)[N:20]([CH3:19])[CH2:21][CH2:22]2)=[O:13])=[CH:9][N:8]=[CH:7][N:6]=1. The yield is 0.0800. (7) The reactants are CO[C:3]([C:5]1[N:6]=[N:7][C:8]([NH:11][CH2:12][C:13]2[C:14]([C:19]3[CH:24]=[CH:23][CH:22]=[CH:21][CH:20]=3)=[N:15][O:16][C:17]=2[CH3:18])=[CH:9][CH:10]=1)=[O:4].[NH2:25][CH:26]1[CH2:31][CH2:30][O:29][CH2:28][CH2:27]1. No catalyst specified. The product is [O:29]1[CH2:30][CH2:31][CH:26]([NH:25][C:3]([C:5]2[N:6]=[N:7][C:8]([NH:11][CH2:12][C:13]3[C:14]([C:19]4[CH:20]=[CH:21][CH:22]=[CH:23][CH:24]=4)=[N:15][O:16][C:17]=3[CH3:18])=[CH:9][CH:10]=2)=[O:4])[CH2:27][CH2:28]1. The yield is 0.780. (8) The reactants are Cl.[NH2:2][CH2:3][CH:4]1[CH2:9][CH2:8][CH:7]([C:10]([O:12]C)=[O:11])[CH2:6][CH2:5]1.C(N(CC)CC)C.[CH3:21][C:22]1[CH:27]=[CH:26][C:25]([S:28](Cl)(=[O:30])=[O:29])=[CH:24][CH:23]=1.C(=O)([O-])[O-].[K+].[K+].F[C:39]1[CH:44]=[CH:43][C:42]([CH2:45]N)=[CH:41][CH:40]=1.[OH-].[Na+]. The catalyst is ClCCl.CC(C)=O.CO.C1COCC1. The product is [CH2:45]([N:2]([CH2:3][CH:4]1[CH2:9][CH2:8][CH:7]([C:10]([OH:12])=[O:11])[CH2:6][CH2:5]1)[S:28]([C:25]1[CH:26]=[CH:27][C:22]([CH3:21])=[CH:23][CH:24]=1)(=[O:30])=[O:29])[C:42]1[CH:43]=[CH:44][CH:39]=[CH:40][CH:41]=1. The yield is 0.740. (9) The reactants are [N:1]1[CH:6]=[CH:5][CH:4]=[N:3][C:2]=1[NH2:7].O=[CH:9][C:10]1[CH:18]=[CH:17][C:15]([OH:16])=[C:12]([O:13][CH3:14])[CH:11]=1.[N+:19]([CH2:21][C:22]1[CH:31]=[CH:30][C:25]2[O:26][CH2:27][CH2:28][O:29][C:24]=2[CH:23]=1)#[C-:20]. No catalyst specified. The product is [O:26]1[CH2:27][CH2:28][O:29][C:24]2[CH:23]=[C:22]([CH2:21][NH:19][C:20]3[N:1]4[CH:6]=[CH:5][CH:4]=[N:3][C:2]4=[N:7][C:9]=3[C:10]3[CH:18]=[CH:17][C:15]([OH:16])=[C:12]([O:13][CH3:14])[CH:11]=3)[CH:31]=[CH:30][C:25]1=2. The yield is 0.0200.